The task is: Binary Classification. Given a drug SMILES string, predict its activity (active/inactive) in a high-throughput screening assay against a specified biological target.. This data is from HIV replication inhibition screening data with 41,000+ compounds from the AIDS Antiviral Screen. (1) The compound is N[Co-4](N)(N)([N+](=O)[O-])([N+](=O)[O-])[N+](=O)[O-]. The result is 0 (inactive). (2) The molecule is CC(C)(CO)CNc1nc(N)nc(Cl)c1C=O. The result is 0 (inactive). (3) The drug is CC(C)(C)[Si](C)(C)OCC1OC(n2ccc(=O)[nH]c2=O)C(O[Si](C)(C)C(C)(C)C)C12OC2C(N)=O. The result is 0 (inactive). (4) The drug is CCOc1ccc(Nc2nc3c(s2)C(=O)c2ccccc2C3=O)cc1. The result is 0 (inactive). (5) The result is 0 (inactive). The drug is O=C(NO)c1ccc(OCc2ccccc2)cc1.